This data is from Peptide-MHC class I binding affinity with 185,985 pairs from IEDB/IMGT. The task is: Regression. Given a peptide amino acid sequence and an MHC pseudo amino acid sequence, predict their binding affinity value. This is MHC class I binding data. (1) The peptide sequence is GGHGGSTFK. The MHC is HLA-A02:12 with pseudo-sequence HLA-A02:12. The binding affinity (normalized) is 0.0847. (2) The peptide sequence is IQYRQQLELA. The MHC is HLA-A02:03 with pseudo-sequence HLA-A02:03. The binding affinity (normalized) is 0.164. (3) The peptide sequence is RIKQIINMW. The MHC is HLA-B40:01 with pseudo-sequence HLA-B40:01. The binding affinity (normalized) is 0.138.